This data is from Full USPTO retrosynthesis dataset with 1.9M reactions from patents (1976-2016). The task is: Predict the reactants needed to synthesize the given product. (1) Given the product [N:59]1([C:15]([CH2:14][N:11]2[C:12]3[C:8](=[CH:7][CH:6]=[C:5]([C:3]([OH:2])=[O:4])[CH:13]=3)[C:9]([CH:43]3[CH2:44][CH2:45][CH2:46][CH2:47][CH2:48]3)=[C:10]2[C:18]2[CH:19]=[C:20]3[C:25](=[CH:26][CH:27]=2)[N:24]=[C:23]([C:28]2[C:29]([C:36]4[CH:41]=[CH:40][C:39]([Cl:42])=[CH:38][CH:37]=4)=[CH:30][CH:31]=[C:32]([O:34][CH3:35])[CH:33]=2)[CH:22]=[CH:21]3)=[O:17])[CH2:62][CH2:63][NH:65][CH2:70][CH2:69]1, predict the reactants needed to synthesize it. The reactants are: C[O:2][C:3]([C:5]1[CH:13]=[C:12]2[C:8]([C:9]([CH:43]3[CH2:48][CH2:47][CH2:46][CH2:45][CH2:44]3)=[C:10]([C:18]3[CH:19]=[C:20]4[C:25](=[CH:26][CH:27]=3)[N:24]=[C:23]([C:28]3[CH:33]=[C:32]([O:34][CH3:35])[CH:31]=[CH:30][C:29]=3[C:36]3[CH:41]=[CH:40][C:39]([Cl:42])=[CH:38][CH:37]=3)[CH:22]=[CH:21]4)[N:11]2[CH2:14][C:15]([OH:17])=O)=[CH:7][CH:6]=1)=[O:4].COC(C1C=C2C(C(C3CCCCC3)=C(C3C=C4C(=CC=3)N=C(C3C=C(OC)C=CC=3C3C=CC(Cl)=CC=3)C=C4)[N:59]2[CH2:62][C:63]([N:65]2[CH2:70][CH2:69]OCC2)=O)=CC=1)=O.N1CCOCC1.N1CCNCC1. (2) Given the product [O:18]=[C:17]1[NH:22][C:7]2[CH:6]=[C:5]([C:3]([O:2][CH3:1])=[O:4])[CH:10]=[N:9][C:8]=2[N:11]2[CH2:16][CH2:15][S:14][CH2:13][CH:12]12, predict the reactants needed to synthesize it. The reactants are: [CH3:1][O:2][C:3]([C:5]1[CH:6]=[C:7]([N+:22]([O-])=O)[C:8]([N:11]2[CH2:16][CH2:15][S:14][CH2:13][CH:12]2[C:17](OCC)=[O:18])=[N:9][CH:10]=1)=[O:4].P(OC1C=CC=CC=1)(OC1C=CC=CC=1)OC1C=CC=CC=1.[H][H]. (3) Given the product [CH2:1]([NH:8][C:9]1[C:10]2[S:18][CH:17]=[C:16]([C:19]#[CH:20])[C:11]=2[N:12]=[C:13]([NH:21][CH2:22][C@@H:23]([OH:25])[CH3:24])[N:14]=1)[C:2]1[CH:7]=[CH:6][CH:5]=[CH:4][CH:3]=1, predict the reactants needed to synthesize it. The reactants are: [CH2:1]([NH:8][C:9]1[C:10]2[S:18][CH:17]=[C:16]([C:19]#[CH:20])[C:11]=2[N:12]=[C:13](Cl)[N:14]=1)[C:2]1[CH:7]=[CH:6][CH:5]=[CH:4][CH:3]=1.[NH2:21][CH2:22][C@@H:23]([OH:25])[CH3:24].C(OCC)(=O)C. (4) Given the product [N:22]1[CH:23]=[CH:24][C:19]([C:18]([N:12]2[CH2:13][CH2:14][CH2:15][CH:11]2[C:10]([O:9][CH2:2][C:3]2[CH:4]=[CH:5][CH:6]=[CH:7][CH:8]=2)=[O:16])=[O:25])=[CH:20][CH:21]=1, predict the reactants needed to synthesize it. The reactants are: Cl.[CH2:2]([O:9][C:10](=[O:16])[C@@H:11]1[CH2:15][CH2:14][CH2:13][NH:12]1)[C:3]1[CH:8]=[CH:7][CH:6]=[CH:5][CH:4]=1.Cl.[C:18](Cl)(=[O:25])[C:19]1[CH:24]=[CH:23][N:22]=[CH:21][CH:20]=1. (5) The reactants are: [O:1]=[C:2]1[CH2:10][C:9]2[C:4](=[CH:5][CH:6]=[CH:7][C:8]=2[C:11]2[CH:12]=[N:13][CH:14]=[C:15]([CH:19]=2)[C:16]([OH:18])=[O:17])[NH:3]1.[CH3:20][C:21]1[C:25]([C:26]([N:28]2[CH2:33][CH2:32][N:31]([CH3:34])[CH2:30][CH2:29]2)=[O:27])=[C:24]([CH3:35])[NH:23][C:22]=1[CH:36]=O.N1CCCCC1.Cl. Given the product [CH3:20][C:21]1[C:25]([C:26]([N:28]2[CH2:29][CH2:30][N:31]([CH3:34])[CH2:32][CH2:33]2)=[O:27])=[C:24]([CH3:35])[NH:23][C:22]=1[CH:36]=[C:10]1[C:9]2[C:4](=[CH:5][CH:6]=[CH:7][C:8]=2[C:11]2[CH:12]=[N:13][CH:14]=[C:15]([CH:19]=2)[C:16]([OH:18])=[O:17])[NH:3][C:2]1=[O:1], predict the reactants needed to synthesize it. (6) Given the product [ClH:23].[Cl:23][C:24]1[N:25]=[CH:26][N:27]=[C:28]([N:30]2[C:11](=[O:22])[C:12]([N:17]3[CH:21]=[CH:20][N:19]=[N:18]3)=[CH:13][NH:14]2)[CH:29]=1, predict the reactants needed to synthesize it. The reactants are: C(O)(C(F)(F)F)=O.C(O[C:11](=[O:22])[C:12]([N:17]1[CH:21]=[CH:20][N:19]=[N:18]1)=[CH:13][N:14](C)C)C.[Cl:23][C:24]1[CH:29]=[C:28]([NH:30]N)[N:27]=[CH:26][N:25]=1. (7) Given the product [C:3]([O:32][C:30]([C:29]1[C:28]([OH:37])=[C:27]([C:45]([F:46])([F:48])[F:47])[CH:26]=[CH:25][C:24]=1[CH2:23][O:21][C:18]1[CH:19]=[CH:20][C:15]([C:3]2[CH:4]=[CH:5][C:6]([CH:9]([CH3:14])[C:10]([OH:12])=[O:11])=[C:7]([F:8])[C:2]=2[F:1])=[CH:16][CH:17]=1)=[O:31])([CH3:15])([CH3:4])[CH3:2], predict the reactants needed to synthesize it. The reactants are: [F:1][C:2]1[C:7]([F:8])=[C:6]([CH:9]([CH3:14])[C:10]([O:12]C)=[O:11])[CH:5]=[CH:4][C:3]=1[C:15]1[CH:20]=[CH:19][C:18]([OH:21])=[CH:17][CH:16]=1.Br[CH2:23][C:24]1[C:29]([C:30]([O:32]C(C)(C)C)=[O:31])=[C:28]([O:37]C(OC(C)(C)C)=O)[C:27]([C:45]([F:48])([F:47])[F:46])=[CH:26][CH:25]=1.